Dataset: Peptide-MHC class II binding affinity with 134,281 pairs from IEDB. Task: Regression. Given a peptide amino acid sequence and an MHC pseudo amino acid sequence, predict their binding affinity value. This is MHC class II binding data. The peptide sequence is DITVKNCVLKKSTNG. The MHC is HLA-DQA10102-DQB10502 with pseudo-sequence HLA-DQA10102-DQB10502. The binding affinity (normalized) is 0.